From a dataset of Full USPTO retrosynthesis dataset with 1.9M reactions from patents (1976-2016). Predict the reactants needed to synthesize the given product. (1) Given the product [Br:17][C:18]1[CH:23]=[C:22]([Cl:24])[C:21]([S:25]([NH:14][CH:3]([CH2:4][C:5]2[C:13]3[C:8](=[CH:9][CH:10]=[CH:11][CH:12]=3)[NH:7][CH:6]=2)[C:2]([F:1])([F:15])[F:16])(=[O:26])=[O:27])=[C:20]([Cl:29])[CH:19]=1, predict the reactants needed to synthesize it. The reactants are: [F:1][C:2]([F:16])([F:15])[CH:3]([NH2:14])[CH2:4][C:5]1[C:13]2[C:8](=[CH:9][CH:10]=[CH:11][CH:12]=2)[NH:7][CH:6]=1.[Br:17][C:18]1[CH:23]=[C:22]([Cl:24])[C:21]([S:25](Cl)(=[O:27])=[O:26])=[C:20]([Cl:29])[CH:19]=1. (2) The reactants are: [Si:1]([O:8][CH:9]1[C:16](=[CH2:17])[C:13]2([CH2:15][CH2:14]2)[O:12][CH:11]([C:18]2[CH:23]=[CH:22][N:21]=[CH:20][C:19]=2[N+:24]([O-])=O)[CH2:10]1)([C:4]([CH3:7])([CH3:6])[CH3:5])([CH3:3])[CH3:2]. Given the product [Si:1]([O:8][C@H:9]1[C:16](=[CH2:17])[C:13]2([CH2:14][CH2:15]2)[O:12][C@@H:11]([C:18]2[CH:23]=[CH:22][N:21]=[CH:20][C:19]=2[NH2:24])[CH2:10]1)([C:4]([CH3:7])([CH3:5])[CH3:6])([CH3:2])[CH3:3], predict the reactants needed to synthesize it. (3) Given the product [F:1][C:2]1[C:10]([O:11][C:12]2[C:21]3[C:16](=[CH:17][C:18]([O:29][CH3:30])=[C:19]([O:22][CH:23]4[CH2:24][CH2:25][N:26]([S:41]([CH3:40])(=[O:43])=[O:42])[CH2:27][CH2:28]4)[CH:20]=3)[N:15]=[CH:14][N:13]=2)=[CH:9][CH:8]=[C:7]2[C:3]=1[CH:4]=[CH:5][NH:6]2, predict the reactants needed to synthesize it. The reactants are: [F:1][C:2]1[C:10]([O:11][C:12]2[C:21]3[C:16](=[CH:17][C:18]([O:29][CH3:30])=[C:19]([O:22][CH:23]4[CH2:28][CH2:27][NH:26][CH2:25][CH2:24]4)[CH:20]=3)[N:15]=[CH:14][N:13]=2)=[CH:9][CH:8]=[C:7]2[C:3]=1[CH:4]=[CH:5][NH:6]2.C(N(C(C)C)CC)(C)C.[CH3:40][S:41](Cl)(=[O:43])=[O:42]. (4) Given the product [I-:36].[Cl:1][C:2]1[CH:3]=[C:4](/[CH:9]=[CH:10]/[C:11]([N:13]2[CH2:19][CH2:18][C:17](=[O:20])[N:16]([CH2:21][CH2:22][CH2:23][N+:24]3([CH3:37])[CH2:35][CH2:34][C:27]4([NH:31][C:30](=[O:32])[NH:29][C:28]4=[O:33])[CH2:26][CH2:25]3)[CH2:15][CH2:14]2)=[O:12])[CH:5]=[CH:6][C:7]=1[Cl:8], predict the reactants needed to synthesize it. The reactants are: [Cl:1][C:2]1[CH:3]=[C:4](/[CH:9]=[CH:10]/[C:11]([N:13]2[CH2:19][CH2:18][C:17](=[O:20])[N:16]([CH2:21][CH2:22][CH2:23][N:24]3[CH2:35][CH2:34][C:27]4([NH:31][C:30](=[O:32])[NH:29][C:28]4=[O:33])[CH2:26][CH2:25]3)[CH2:15][CH2:14]2)=[O:12])[CH:5]=[CH:6][C:7]=1[Cl:8].[I:36][CH3:37]. (5) Given the product [Br:11][C:10]1[N:9]=[C:8]([C@@H:12]2[CH2:17][CH2:16][CH2:15][NH:14][CH2:13]2)[N:4]2[CH:5]=[CH:6][N:7]=[C:2]([NH2:1])[C:3]=12, predict the reactants needed to synthesize it. The reactants are: [NH2:1][C:2]1[C:3]2[N:4]([C:8]([C@@H:12]3[CH2:17][CH2:16][CH2:15][N:14](C(OCC4C=CC=CC=4)=O)[CH2:13]3)=[N:9][C:10]=2[Br:11])[CH:5]=[CH:6][N:7]=1.[Si](I)(C)(C)C. (6) Given the product [OH:1][C@H:2]([CH:22]([CH3:32])[CH2:23][CH2:24][CH2:25][C:26]1[CH:27]=[CH:28][CH:29]=[CH:30][CH:31]=1)/[CH:3]=[CH:4]/[C@H:5]1[CH2:9][CH2:8][C:7](=[O:10])[N:6]1[CH2:11][C:12]#[C:13][C:14]1[S:18][C:17]([C:19]([OH:21])=[O:20])=[CH:16][CH:15]=1, predict the reactants needed to synthesize it. The reactants are: [OH:1][C@@H:2]([CH:22]([CH3:32])[CH2:23][CH2:24][CH2:25][C:26]1[CH:31]=[CH:30][CH:29]=[CH:28][CH:27]=1)/[CH:3]=[CH:4]/[C@H:5]1[CH2:9][CH2:8][C:7](=[O:10])[N:6]1[CH2:11][C:12]#[C:13][C:14]1[S:18][C:17]([C:19]([OH:21])=[O:20])=[CH:16][CH:15]=1.